This data is from Catalyst prediction with 721,799 reactions and 888 catalyst types from USPTO. The task is: Predict which catalyst facilitates the given reaction. (1) Reactant: C[O:2][C:3]1[CH:4]=[C:5]2[C:16](=[CH:17][CH:18]=1)[C:8]1[N:9]([CH2:12][CH:13]([NH2:15])[CH3:14])[N:10]=[CH:11][C:7]=1[CH2:6]2.[B-](Br)(Br)(Br)[S+](C)C.C1COCC1.C([O-])(O)=O.[Na+]. Product: [NH2:15][CH:13]([CH3:14])[CH2:12][N:9]1[C:8]2[C:16]3[C:5]([CH2:6][C:7]=2[CH:11]=[N:10]1)=[CH:4][C:3]([OH:2])=[CH:18][CH:17]=3. The catalyst class is: 26. (2) Reactant: [Br:1][C:2]1[CH:3]=[CH:4][C:5]([OH:24])=[C:6]([C:8]2[CH:13]=[CH:12][CH:11]=[CH:10][C:9]=2[C:14]2[N:19]=[C:18]([C:20]([O:22][CH3:23])=[O:21])[CH:17]=[CH:16][CH:15]=2)[CH:7]=1.C(=O)([O-])[O-].[K+].[K+].Br[CH2:32][C:33]([CH3:36])([CH3:35])[CH3:34]. Product: [Br:1][C:2]1[CH:3]=[CH:4][C:5]([O:24][CH2:32][C:33]([CH3:36])([CH3:35])[CH3:34])=[C:6]([C:8]2[CH:13]=[CH:12][CH:11]=[CH:10][C:9]=2[C:14]2[N:19]=[C:18]([C:20]([O:22][CH3:23])=[O:21])[CH:17]=[CH:16][CH:15]=2)[CH:7]=1. The catalyst class is: 3. (3) Reactant: [O:1]=[C:2]1[CH2:10][C:9]2[C:4](=[CH:5][C:6]([C:11]([C:13]3[CH:18]=[CH:17][C:16]([NH:19][C:20]([C:22]4[N:23]([CH2:28][CH3:29])[N:24]=[C:25]([CH3:27])[CH:26]=4)=[O:21])=[CH:15][CH:14]=3)=[O:12])=[CH:7][CH:8]=2)[NH:3]1.[CH:30](OCC)=[O:31].[O-]CC.[Na+].Cl. Product: [OH:31][CH:30]=[C:10]1[C:9]2[C:4](=[CH:5][C:6]([C:11]([C:13]3[CH:18]=[CH:17][C:16]([NH:19][C:20]([C:22]4[N:23]([CH2:28][CH3:29])[N:24]=[C:25]([CH3:27])[CH:26]=4)=[O:21])=[CH:15][CH:14]=3)=[O:12])=[CH:7][CH:8]=2)[NH:3][C:2]1=[O:1]. The catalyst class is: 8. (4) Reactant: [N+:1]([C:4]1[CH:22]=[CH:21][C:7]([O:8][CH2:9][CH2:10][O:11][CH2:12][CH2:13][O:14][CH2:15][CH2:16][O:17][CH2:18][CH2:19][NH2:20])=[CH:6][CH:5]=1)([O-:3])=[O:2].[O:23]=[C:24]1[CH:29]([N:30]2[C:38](=[O:39])[C:37]3[C:32](=[CH:33][CH:34]=[CH:35][C:36]=3F)[C:31]2=[O:41])[CH2:28][CH2:27][C:26](=[O:42])[NH:25]1.C(N(C(C)C)C(C)C)C.O. Product: [O:23]=[C:24]1[CH:29]([N:30]2[C:38](=[O:39])[C:37]3[C:32](=[CH:33][CH:34]=[CH:35][C:36]=3[NH:20][CH2:19][CH2:18][O:17][CH2:16][CH2:15][O:14][CH2:13][CH2:12][O:11][CH2:10][CH2:9][O:8][C:7]3[CH:6]=[CH:5][C:4]([N+:1]([O-:3])=[O:2])=[CH:22][CH:21]=3)[C:31]2=[O:41])[CH2:28][CH2:27][C:26](=[O:42])[NH:25]1. The catalyst class is: 9. (5) The catalyst class is: 10. Reactant: [NH:1]1[CH:5]=[C:4]([C:6]2[C:7]3[CH:14]=[CH:13][N:12]([CH2:15][O:16][CH2:17][CH2:18][Si:19]([CH3:22])([CH3:21])[CH3:20])[C:8]=3[N:9]=[CH:10][N:11]=2)[CH:3]=[N:2]1.[CH:23]1(/[CH:28]=[CH:29]/[C:30]([O:32][CH3:33])=[O:31])[CH2:27][CH2:26][CH2:25][CH2:24]1.C1CCN2C(=NCCC2)CC1. Product: [CH:23]1([CH:28]([N:1]2[CH:5]=[C:4]([C:6]3[C:7]4[CH:14]=[CH:13][N:12]([CH2:15][O:16][CH2:17][CH2:18][Si:19]([CH3:22])([CH3:21])[CH3:20])[C:8]=4[N:9]=[CH:10][N:11]=3)[CH:3]=[N:2]2)[CH2:29][C:30]([O:32][CH3:33])=[O:31])[CH2:27][CH2:26][CH2:25][CH2:24]1. (6) Reactant: [C:1]([C:5]1[S:13][C:12]2[C:11](O)=[N:10][CH:9]=[N:8][C:7]=2[CH:6]=1)([CH3:4])([CH3:3])[CH3:2].P(Cl)(Cl)([Cl:17])=O. Product: [C:1]([C:5]1[S:13][C:12]2[C:11]([Cl:17])=[N:10][CH:9]=[N:8][C:7]=2[CH:6]=1)([CH3:4])([CH3:3])[CH3:2]. The catalyst class is: 2. (7) Product: [CH3:1][N:2]([CH:10]1[CH2:15][CH2:14][CH:13]([N:21]2[CH2:22][CH2:23][N:18]([CH3:17])[CH2:19][CH2:20]2)[CH2:12][CH2:11]1)[C:3](=[O:9])[O:4][C:5]([CH3:8])([CH3:7])[CH3:6]. The catalyst class is: 503. Reactant: [CH3:1][N:2]([CH:10]1[CH2:15][CH2:14][C:13](=O)[CH2:12][CH2:11]1)[C:3](=[O:9])[O:4][C:5]([CH3:8])([CH3:7])[CH3:6].[CH3:17][N:18]1[CH2:23][CH2:22][NH:21][CH2:20][CH2:19]1.C(O)(=O)C.C(O[BH-](OC(=O)C)OC(=O)C)(=O)C.[Na+].